Dataset: Reaction yield outcomes from USPTO patents with 853,638 reactions. Task: Predict the reaction yield, written as a fraction of the theoretical maximum amount of product (1.0 means a 100% yield; for example, 0.34 means a 34% yield). (1) No catalyst specified. The yield is 0.750. The reactants are [NH2:1][C:2]1[C:3]([Cl:9])=[N:4][CH:5]=[C:6]([Br:8])[CH:7]=1.[F:10][C:11]1[CH:16]=[CH:15][C:14]([S:17](Cl)(=[O:19])=[O:18])=[CH:13][CH:12]=1. The product is [Br:8][C:6]1[CH:7]=[C:2]([NH:1][S:17]([C:14]2[CH:15]=[CH:16][C:11]([F:10])=[CH:12][CH:13]=2)(=[O:19])=[O:18])[C:3]([Cl:9])=[N:4][CH:5]=1. (2) The reactants are [N:1]([CH2:4][CH2:5][O:6][CH2:7][CH2:8][O:9][CH2:10][CH2:11][O:12][CH2:13][CH2:14][O:15][CH2:16][CH2:17][O:18][CH2:19][CH2:20][N:21]=[N+]=[N-])=[N+:2]=[N-:3].C1(P(C2C=CC=CC=2)C2C=CC=CC=2)C=CC=CC=1. The catalyst is Cl.CCOCC. The product is [N:1]([CH2:4][CH2:5][O:6][CH2:7][CH2:8][O:9][CH2:10][CH2:11][O:12][CH2:13][CH2:14][O:15][CH2:16][CH2:17][O:18][CH2:19][CH2:20][NH2:21])=[N+:2]=[N-:3]. The yield is 0.950. (3) The reactants are [NH2:1][C:2]1[C:3]([C:17]([O:19]C)=[O:18])=[N:4][C:5]([C:9]2[C:14]([F:15])=[CH:13][CH:12]=[CH:11][C:10]=2[F:16])=[C:6]([F:8])[CH:7]=1.[Li+].[OH-]. No catalyst specified. The product is [NH2:1][C:2]1[C:3]([C:17]([OH:19])=[O:18])=[N:4][C:5]([C:9]2[C:14]([F:15])=[CH:13][CH:12]=[CH:11][C:10]=2[F:16])=[C:6]([F:8])[CH:7]=1. The yield is 0.790. (4) The reactants are [C:1]([O-:4])([O-])=[O:2].[K+].[K+].[CH3:7]CN(CC)CC.[NH2:14][C:15]1[CH:22]=[CH:21][C:18]([C:19]#[N:20])=[CH:17][C:16]=1I. The catalyst is CC#N.CO.C([O-])(=O)C.[Pd+2].C([O-])(=O)C.C1C=CC(P(C2C=CC=CC=2)[C-]2C=CC=C2)=CC=1.C1C=CC(P(C2C=CC=CC=2)[C-]2C=CC=C2)=CC=1.[Fe+2]. The product is [NH2:14][C:15]1[CH:22]=[CH:21][C:18]([C:19]#[N:20])=[CH:17][C:16]=1[C:1]([O:4][CH3:7])=[O:2]. The yield is 0.540. (5) The reactants are [CH3:1][C:2]([C:4]1[CH:9]=[C:8]([Cl:10])[CH:7]=[CH:6][C:5]=1[Cl:11])=[O:3].[Br-:12].[Br-].[Br-].C1([N+](C)(C)C)C=CC=CC=1.C1([N+](C)(C)C)C=CC=CC=1.C1([N+](C)(C)C)C=CC=CC=1. The catalyst is O1CCCC1. The product is [Br:12][CH2:1][C:2]([C:4]1[CH:9]=[C:8]([Cl:10])[CH:7]=[CH:6][C:5]=1[Cl:11])=[O:3]. The yield is 0.525. (6) The reactants are Br[CH:2]([C:4]1[CH:5]=[C:6]([C:21]([N:23]([CH3:25])[CH3:24])=[O:22])[CH:7]=[C:8]2[C:13]=1[O:12][C:11]([N:14]1[CH2:19][CH2:18][O:17][CH2:16][CH2:15]1)=[CH:10][C:9]2=[O:20])[CH3:3].C(N(CC)C1C=CC=CC=1)C.[C:37]([C:39]1[CH:40]=[C:41]([CH:44]=[C:45]([F:47])[CH:46]=1)[NH:42][CH3:43])#[CH:38]. The yield is 0.340. The catalyst is CN(C=O)C. The product is [C:37]([C:39]1[CH:40]=[C:41]([N:42]([CH3:43])[CH:2]([C:4]2[CH:5]=[C:6]([C:21]([N:23]([CH3:25])[CH3:24])=[O:22])[CH:7]=[C:8]3[C:13]=2[O:12][C:11]([N:14]2[CH2:19][CH2:18][O:17][CH2:16][CH2:15]2)=[CH:10][C:9]3=[O:20])[CH3:3])[CH:44]=[C:45]([F:47])[CH:46]=1)#[CH:38]. (7) The reactants are [CH:1]1([C:4]2[C:13](I)=[CH:12][C:7]([C:8]([O:10][CH3:11])=[O:9])=[C:6]([CH3:15])[CH:5]=2)[CH2:3][CH2:2]1.[CH3:16][C:17]1([CH3:33])[C:21]([CH3:23])([CH3:22])[O:20][B:19]([B:19]2[O:20][C:21]([CH3:23])([CH3:22])[C:17]([CH3:33])([CH3:16])[O:18]2)[O:18]1.C([O-])(=O)C.[K+]. The catalyst is CS(C)=O. The product is [CH:1]1([C:4]2[C:13]([B:19]3[O:20][C:21]([CH3:23])([CH3:22])[C:17]([CH3:33])([CH3:16])[O:18]3)=[CH:12][C:7]([C:8]([O:10][CH3:11])=[O:9])=[C:6]([CH3:15])[CH:5]=2)[CH2:3][CH2:2]1. The yield is 0.656. (8) The reactants are [N:1]1[CH:6]=[CH:5][CH:4]=[C:3]([C@H:7]2[CH2:12][CH2:11][CH2:10][C@H:9]([N:13]3C(=O)C4=CC=CC=C4C3=O)[CH2:8]2)[CH:2]=1. The catalyst is CCO. The product is [N:1]1[CH:6]=[CH:5][CH:4]=[C:3]([C@H:7]2[CH2:12][CH2:11][CH2:10][C@H:9]([NH2:13])[CH2:8]2)[CH:2]=1. The yield is 0.600. (9) The reactants are C[O:2][C:3]([C:5]1[S:6][CH:7]=[C:8]([CH3:29])[C:9]=1[N:10]([CH2:22][C:23]1[CH:28]=[CH:27][CH:26]=[CH:25][CH:24]=1)[S:11]([C:14]1[CH:19]=[CH:18][C:17]([O:20][CH3:21])=[CH:16][CH:15]=1)(=[O:13])=[O:12])=[O:4]. The catalyst is CCOCC. The product is [CH2:22]([N:10]([S:11]([C:14]1[CH:19]=[CH:18][C:17]([O:20][CH3:21])=[CH:16][CH:15]=1)(=[O:13])=[O:12])[C:9]1[C:8]([CH3:29])=[CH:7][S:6][C:5]=1[C:3]([OH:4])=[O:2])[C:23]1[CH:28]=[CH:27][CH:26]=[CH:25][CH:24]=1. The yield is 0.870.